This data is from NCI-60 drug combinations with 297,098 pairs across 59 cell lines. The task is: Regression. Given two drug SMILES strings and cell line genomic features, predict the synergy score measuring deviation from expected non-interaction effect. Drug 1: CC1=CC=C(C=C1)C2=CC(=NN2C3=CC=C(C=C3)S(=O)(=O)N)C(F)(F)F. Cell line: COLO 205. Synergy scores: CSS=33.1, Synergy_ZIP=-0.905, Synergy_Bliss=-2.37, Synergy_Loewe=-13.1, Synergy_HSA=-0.127. Drug 2: CN(CCCl)CCCl.Cl.